From a dataset of Catalyst prediction with 721,799 reactions and 888 catalyst types from USPTO. Predict which catalyst facilitates the given reaction. Reactant: [NH:1](C(OC(C)(C)C)=O)[C@H:2]([C:20]([N:22]1[CH2:61][CH2:60][CH2:59][C@H:23]1[C:24]([NH:26][C@H:27]([C:29]([NH:31][C@H:32]([C:49]([O:51][CH2:52][C:53]1[CH:58]=[CH:57][CH:56]=[CH:55][CH:54]=1)=[O:50])[CH2:33][CH2:34][CH2:35][CH2:36][NH:37][C:38]([O:40][CH2:41][C:42]1[CH:48]=[CH:47][CH:46]=[CH:45][C:43]=1[Cl:44])=[O:39])=[O:30])[CH3:28])=[O:25])=[O:21])[CH2:3][CH2:4][CH2:5][NH:6][C:7](=[NH:19])[NH:8][S:9]([C:12]1[CH:18]=[CH:17][C:15]([CH3:16])=[CH:14][CH:13]=1)(=[O:11])=[O:10].C(Cl)(Cl)[Cl:70].CO. Product: [NH:1]([Cl:70])[C@H:2]([C:20]([N:22]1[CH2:61][CH2:60][CH2:59][C@H:23]1[C:24]([NH:26][C@H:27]([C:29]([NH:31][C@H:32]([C:49]([O:51][CH2:52][C:53]1[CH:58]=[CH:57][CH:56]=[CH:55][CH:54]=1)=[O:50])[CH2:33][CH2:34][CH2:35][CH2:36][NH:37][C:38]([O:40][CH2:41][C:42]1[CH:48]=[CH:47][CH:46]=[CH:45][C:43]=1[Cl:44])=[O:39])=[O:30])[CH3:28])=[O:25])=[O:21])[CH2:3][CH2:4][CH2:5][NH:6][C:7](=[NH:19])[NH:8][S:9]([C:12]1[CH:18]=[CH:17][C:15]([CH3:16])=[CH:14][CH:13]=1)(=[O:11])=[O:10]. The catalyst class is: 601.